Dataset: Reaction yield outcomes from USPTO patents with 853,638 reactions. Task: Predict the reaction yield, written as a fraction of the theoretical maximum amount of product (1.0 means a 100% yield; for example, 0.34 means a 34% yield). (1) The reactants are [O:1]1[CH:5]=[CH:4][CH2:3][CH:2]1[C:6]1[CH:7]=[C:8]([CH:11]=[CH:12][CH:13]=1)[CH:9]=[O:10].N1C(C)=CC=CC=1C.[H][H]. The catalyst is [Pd].C1COCC1. The product is [O:1]1[CH2:5][CH2:4][CH2:3][CH:2]1[C:6]1[CH:7]=[C:8]([CH2:9][OH:10])[CH:11]=[CH:12][CH:13]=1. The yield is 0.700. (2) The reactants are [S:1]1[CH:5]=[CH:4][C:3]2[C:6](=O)[C:7]3[S:8][CH:9]=[CH:10][C:11]=3[C:12](=[O:13])[C:2]1=2.[BH4-].[Na+].[OH-].[K+].S([O:24][CH3:25])(OC)(=O)=O.[CH2:26](OCC)C. The catalyst is O.C(O)C. The product is [CH3:26][O:13][C:12]1[C:2]2[S:1][CH:5]=[CH:4][C:3]=2[C:6]([O:24][CH3:25])=[C:7]2[S:8][CH:9]=[CH:10][C:11]=12. The yield is 0.620. (3) The reactants are C(N(CC)CC)C.[OH:8][C@:9]1([C:21]2[S:22][C:23]([C:26]3[CH:31]=[C:30]([NH:32][C:33]4[N:38]=[C:37]([C:39]([F:42])([F:41])[F:40])[CH:36]=[CH:35][N:34]=4)[CH:29]=[C:28]([CH2:43][OH:44])[CH:27]=3)=[CH:24][N:25]=2)[CH2:14][CH2:13][C@H:12]([C:15]([O:17][CH3:18])=[O:16])[C:11]([CH3:20])([CH3:19])[CH2:10]1.[CH3:45][S:46](Cl)(=[O:48])=[O:47]. The catalyst is ClCCl. The product is [OH:8][C@:9]1([C:21]2[S:22][C:23]([C:26]3[CH:31]=[C:30]([NH:32][C:33]4[N:38]=[C:37]([C:39]([F:41])([F:42])[F:40])[CH:36]=[CH:35][N:34]=4)[CH:29]=[C:28]([CH2:43][O:44][S:46]([CH3:45])(=[O:48])=[O:47])[CH:27]=3)=[CH:24][N:25]=2)[CH2:14][CH2:13][C@H:12]([C:15]([O:17][CH3:18])=[O:16])[C:11]([CH3:20])([CH3:19])[CH2:10]1. The yield is 0.710.